Dataset: hERG potassium channel inhibition data for cardiac toxicity prediction from Karim et al.. Task: Regression/Classification. Given a drug SMILES string, predict its toxicity properties. Task type varies by dataset: regression for continuous values (e.g., LD50, hERG inhibition percentage) or binary classification for toxic/non-toxic outcomes (e.g., AMES mutagenicity, cardiotoxicity, hepatotoxicity). Dataset: herg_karim. (1) The molecule is C1=C(c2nc(-c3ccncc3)no2)c2ccccc2C12CCN(CC1CCCO1)CC2. The result is 1 (blocker). (2) The molecule is CONC(=O)N(Cc1ccsc1)C1CCN([C@H](C)CCNC(=O)c2c(C)cc(C#N)nc2Cl)CC1. The result is 0 (non-blocker). (3) The compound is c1cncc(-c2c[nH]c([C@H]3Cc4c([nH]c5ccccc45)C(C4CCCCC4)N3)n2)c1. The result is 1 (blocker). (4) The drug is O=C1OCc2cc(CCN3CCN(C(=O)Cc4ccc(-n5cnnn5)cc4)CC3)c(F)cc21. The result is 0 (non-blocker). (5) The drug is O=C(NCc1ccccc1)N1CCC(CNc2ncccn2)CC1. The result is 0 (non-blocker).